Dataset: Full USPTO retrosynthesis dataset with 1.9M reactions from patents (1976-2016). Task: Predict the reactants needed to synthesize the given product. (1) Given the product [CH2:37]([O:36][C:34]1[C:33]2[C:28](=[CH:29][CH:30]=[CH:31][CH:32]=2)[CH:27]=[C:26]([CH2:25][O:24][CH:10]2[CH:11]([C:17]3[CH:18]=[CH:19][C:20]([F:23])=[CH:21][CH:22]=3)[CH:12]([CH2:14][CH2:15][CH3:16])[CH2:13][N:8]([C:45]([O:47][CH2:48][CH2:49][Si:50]([CH3:53])([CH3:52])[CH3:51])=[O:46])[CH2:9]2)[CH:35]=1)[C:38]1[CH:39]=[CH:40][CH:41]=[CH:42][CH:43]=1, predict the reactants needed to synthesize it. The reactants are: C([N:8]1[CH2:13][CH:12]([CH2:14][CH2:15][CH3:16])[CH:11]([C:17]2[CH:22]=[CH:21][C:20]([F:23])=[CH:19][CH:18]=2)[CH:10]([O:24][CH2:25][C:26]2[CH:35]=[C:34]([O:36][CH2:37][C:38]3[CH:43]=[CH:42][CH:41]=[CH:40][CH:39]=3)[C:33]3[C:28](=[CH:29][CH:30]=[CH:31][CH:32]=3)[CH:27]=2)[CH2:9]1)C1C=CC=CC=1.Cl[C:45]([O:47][CH2:48][CH2:49][Si:50]([CH3:53])([CH3:52])[CH3:51])=[O:46]. (2) Given the product [Br:1][C:2]1[S:3][C:4]2[C:10](=[O:11])/[C:9](=[CH:15]/[C:16]([O:18][CH2:20][CH3:21])=[O:17])/[CH:8]([CH3:12])[CH2:7][C:5]=2[N:6]=1, predict the reactants needed to synthesize it. The reactants are: [Br:1][C:2]1[S:3][C:4]2[C:10](=[O:11])[CH2:9][CH:8]([CH3:12])[CH2:7][C:5]=2[N:6]=1.C([C:15](=O)[C:16]([O-:18])=[O:17])C.[C:20]1(C)C=CC=C[CH:21]=1.CC(C)([O-])C.[Li+]. (3) Given the product [NH2:16][CH2:15][C@@H:14]([OH:27])[CH2:13][NH:12][S:9]([C:3]1[CH:4]=[CH:5][C:6]([F:8])=[CH:7][C:2]=1[Cl:1])(=[O:10])=[O:11], predict the reactants needed to synthesize it. The reactants are: [Cl:1][C:2]1[CH:7]=[C:6]([F:8])[CH:5]=[CH:4][C:3]=1[S:9]([NH:12][CH2:13][C@H:14]([OH:27])[CH2:15][N:16]1C(=O)C2C(=CC=CC=2)C1=O)(=[O:11])=[O:10].NN.